This data is from Forward reaction prediction with 1.9M reactions from USPTO patents (1976-2016). The task is: Predict the product of the given reaction. (1) Given the reactants [C:1]([C:4]1[CH:12]=[CH:11][C:7]2[O:8][CH2:9][CH2:10][C:6]=2[CH:5]=1)(=O)[CH3:2].[OH-].[NH4+:14], predict the reaction product. The product is: [O:8]1[C:7]2[CH:11]=[CH:12][C:4]([CH:1]([NH2:14])[CH3:2])=[CH:5][C:6]=2[CH2:10][CH2:9]1. (2) Given the reactants [CH2:1]([O:3][C:4](=[O:26])[CH2:5][C:6]1[CH:7]=[C:8]([C:14]2[CH:19]=[CH:18][C:17]([C:20]([F:23])([F:22])[F:21])=[CH:16][C:15]=2[CH:24]=O)[C:9]([O:12][CH3:13])=[CH:10][CH:11]=1)[CH3:2].[CH2:27]([NH2:29])[CH3:28].C(O)(=O)C.C([BH3-])#N.[Na+], predict the reaction product. The product is: [CH2:1]([O:3][C:4](=[O:26])[CH2:5][C:6]1[CH:7]=[C:8]([C:14]2[CH:19]=[CH:18][C:17]([C:20]([F:22])([F:21])[F:23])=[CH:16][C:15]=2[CH2:24][NH:29][CH2:27][CH3:28])[C:9]([O:12][CH3:13])=[CH:10][CH:11]=1)[CH3:2]. (3) The product is: [C:8]([O:14][CH:15]1[C:25]2=[C:26]3[C:21](=[CH:22][CH:23]=[CH:24]2)[CH:20]=[CH:19][CH:18]=[C:17]3[CH2:16]1)(=[O:12])[C:9]([CH3:11])=[CH2:10]. Given the reactants C(N(CC)CC)C.[C:8](Cl)(=[O:12])[C:9]([CH3:11])=[CH2:10].[OH:14][CH:15]1[C:25]2=[C:26]3[C:21](=[CH:22][CH:23]=[CH:24]2)[CH:20]=[CH:19][CH:18]=[C:17]3[CH2:16]1, predict the reaction product. (4) Given the reactants [C:1]([C:3]1[CH:4]=[C:5]([CH:12]=[CH:13][C:14]=1[O:15][CH:16]([CH3:18])[CH3:17])[C:6]([NH:8][CH2:9][CH2:10][OH:11])=O)#[N:2].S(Cl)(Cl)=O, predict the reaction product. The product is: [O:11]1[CH2:10][CH2:9][N:8]=[C:6]1[C:5]1[CH:12]=[CH:13][C:14]([O:15][CH:16]([CH3:18])[CH3:17])=[C:3]([CH:4]=1)[C:1]#[N:2]. (5) Given the reactants Cl[C:2]1[N:6]([CH3:7])[N:5]=[C:4]([CH:8]([F:10])[F:9])[C:3]=1[CH:11]=[O:12].[Cl:13][C:14]1[CH:15]=[C:16]([OH:20])[CH:17]=[CH:18][CH:19]=1.C(=O)([O-])[O-:22].[K+].[K+], predict the reaction product. The product is: [Cl:13][C:14]1[CH:15]=[C:16]([CH:17]=[CH:18][CH:19]=1)[O:20][C:2]1[N:6]([CH3:7])[N:5]=[C:4]([CH:8]([F:10])[F:9])[C:3]=1[C:11]([OH:12])=[O:22]. (6) Given the reactants [Cl:1][C:2]1[N:7]=[CH:6][C:5]([CH2:8][C:9]#[N:10])=[CH:4][CH:3]=1.C[O-].[Na+].[C:14]([N:21]1[CH2:26][CH2:25][C:24](=O)[CH2:23][CH2:22]1)([O:16][C:17]([CH3:20])([CH3:19])[CH3:18])=[O:15].O, predict the reaction product. The product is: [Cl:1][C:2]1[N:7]=[CH:6][C:5]([C:8]([C:9]#[N:10])=[C:24]2[CH2:25][CH2:26][N:21]([C:14]([O:16][C:17]([CH3:20])([CH3:19])[CH3:18])=[O:15])[CH2:22][CH2:23]2)=[CH:4][CH:3]=1.